The task is: Predict which catalyst facilitates the given reaction.. This data is from Catalyst prediction with 721,799 reactions and 888 catalyst types from USPTO. (1) Reactant: C([N:8]1[CH2:14][CH2:13][C@@H:12]([CH3:15])[N:11]([C:16]([C:18]2[CH:23]=[C:22]([CH3:24])[CH:21]=[CH:20][C:19]=2[N:25]2[N:29]=[CH:28][CH:27]=[N:26]2)=[O:17])[CH2:10][CH2:9]1)C1C=CC=CC=1.OCC1(OC[C@@H](O)[C@@H](O)[C@H]1O)O. Product: [CH3:15][C@H:12]1[N:11]([C:16]([C:18]2[CH:23]=[C:22]([CH3:24])[CH:21]=[CH:20][C:19]=2[N:25]2[N:26]=[CH:27][CH:28]=[N:29]2)=[O:17])[CH2:10][CH2:9][NH:8][CH2:14][CH2:13]1. The catalyst class is: 43. (2) Reactant: [C:1]([NH:4][C:5]1[S:6][C:7]([C:11]2[N:12]=[C:13]([C:16](NCC3CCCO3)=O)[S:14][CH:15]=2)=[C:8]([CH3:10])[N:9]=1)(=[O:3])C.Cl.[NH2:26][CH2:27][CH2:28][CH2:29][C:30]([O:32][C:33]([CH3:36])([CH3:35])[CH3:34])=[O:31].[CH2:37]([N:39](CC)CC)C. Product: [C:37]([CH2:16][C:13]1[S:14][CH:15]=[C:11]([C:7]2[S:6][C:5]([NH:4][C:1]([NH:26][CH2:27][CH2:28][CH2:29][C:30]([O:32][C:33]([CH3:36])([CH3:35])[CH3:34])=[O:31])=[O:3])=[N:9][C:8]=2[CH3:10])[N:12]=1)#[N:39]. The catalyst class is: 3. (3) Reactant: [F:1][C:2]1[CH:10]=[C:9]([F:11])[CH:8]=[C:7]2[C:3]=1[C:4](I)=[N:5][NH:6]2.[H-].[Na+].C([Mg]Cl)(C)C.[CH2:20]([Sn:24]([CH2:30][CH2:31][CH2:32][CH3:33])([CH2:26][CH2:27][CH2:28][CH3:29])Cl)[CH2:21][CH2:22][CH3:23]. Product: [F:1][C:2]1[CH:10]=[C:9]([F:11])[CH:8]=[C:7]2[C:3]=1[C:4]([Sn:24]([CH2:26][CH2:27][CH2:28][CH3:29])([CH2:30][CH2:31][CH2:32][CH3:33])[CH2:20][CH2:21][CH2:22][CH3:23])=[N:5][NH:6]2. The catalyst class is: 1. (4) Reactant: [I-].C[S+](C)(C)=O.CC(C)([O-])C.[K+].[CH2:13]([O:20][C:21]([NH:23][C@@H:24]([CH2:37][C:38]1[CH:43]=[C:42]([Cl:44])[CH:41]=[C:40]([Cl:45])[CH:39]=1)[C:25]([O:27][C:28]1C=CC([N+]([O-])=O)=CC=1)=O)=[O:22])[C:14]1[CH:19]=[CH:18][CH:17]=[CH:16][CH:15]=1. Product: [Cl:44][C:42]1[CH:43]=[C:38]([CH2:37][C@H:24]([NH:23][C:21](=[O:22])[O:20][CH2:13][C:14]2[CH:15]=[CH:16][CH:17]=[CH:18][CH:19]=2)[C@H:25]2[CH2:28][O:27]2)[CH:39]=[C:40]([Cl:45])[CH:41]=1. The catalyst class is: 1. (5) Reactant: Br[C:2]1[CH:3]=[C:4]2[N:10]([CH:11]([C:13]3[CH:18]=[CH:17][CH:16]=[CH:15][CH:14]=3)[CH3:12])[C:9](=[O:19])[N:8](C(OC(C)(C)C)=O)[C:5]2=[N:6][CH:7]=1.Br[C:28]1[CH:29]=[C:30]2NC(=O)N(C(OC(C)(C)C)=O)[C:31]2=[N:32][CH:33]=1.[C:45]1(C(O)C)[CH:50]=CC=[CH:47][CH:46]=1.C1(P(C2C=CC=CC=2)C2C=CC=CC=2)C=CC=CC=1.N(C(OC(C)C)=O)=NC(OC(C)C)=O. Product: [C:13]1([CH:11]([N:10]2[C:4]3[C:5](=[N:6][CH:7]=[C:2]([C:47]4[CH:46]=[CH:45][CH:50]=[C:31]5[C:30]=4[CH:29]=[CH:28][CH:33]=[N:32]5)[CH:3]=3)[NH:8][C:9]2=[O:19])[CH3:12])[CH:14]=[CH:15][CH:16]=[CH:17][CH:18]=1. The catalyst class is: 7.